This data is from Forward reaction prediction with 1.9M reactions from USPTO patents (1976-2016). The task is: Predict the product of the given reaction. (1) Given the reactants Br[C:2]1[CH:16]=[CH:15][C:14]([O:17][CH3:18])=[CH:13][C:3]=1[CH2:4][O:5][Si:6]([C:9]([CH3:12])([CH3:11])[CH3:10])([CH3:8])[CH3:7].[CH2:19](C([Sn])=C(CCCC)CCCC)[CH2:20]CC, predict the reaction product. The product is: [C:9]([Si:6]([CH3:8])([CH3:7])[O:5][CH2:4][C:3]1[CH:13]=[C:14]([O:17][CH3:18])[CH:15]=[CH:16][C:2]=1[CH:19]=[CH2:20])([CH3:12])([CH3:11])[CH3:10]. (2) Given the reactants [F:1][C:2]1[C:7]([F:8])=[CH:6][C:5]([C:9]2[CH:14]=[CH:13][N:12]=[CH:11][C:10]=2[NH:15][CH3:16])=[C:4]([O:17][CH3:18])[CH:3]=1.[CH3:19][S:20]([C:23]1[CH:24]=[C:25]([CH:29]=[C:30]([C:32]([F:35])([F:34])[F:33])[CH:31]=1)[C:26]([OH:28])=O)(=[O:22])=[O:21], predict the reaction product. The product is: [F:1][C:2]1[C:7]([F:8])=[CH:6][C:5]([C:9]2[CH:14]=[CH:13][N:12]=[CH:11][C:10]=2[N:15]([CH3:16])[C:26](=[O:28])[C:25]2[CH:29]=[C:30]([C:32]([F:35])([F:34])[F:33])[CH:31]=[C:23]([S:20]([CH3:19])(=[O:21])=[O:22])[CH:24]=2)=[C:4]([O:17][CH3:18])[CH:3]=1. (3) The product is: [Cl:1][C:2]1[CH:10]=[CH:9][C:5]2[N:6]([CH2:43][C:44]3[C:52]4[C:47](=[N:48][CH:49]=[CH:50][CH:51]=4)[NH:46][N:45]=3)[N:7]=[N:8][C:4]=2[C:3]=1[O:11][C:12]1[CH:13]=[C:14]([C:20]#[N:21])[CH:15]=[C:16]([CH:19]=1)[C:17]#[N:18]. Given the reactants [Cl:1][C:2]1[CH:10]=[CH:9][C:5]2[NH:6][N:7]=[N:8][C:4]=2[C:3]=1[O:11][C:12]1[CH:13]=[C:14]([C:20]#[N:21])[CH:15]=[C:16]([CH:19]=1)[C:17]#[N:18].ClC1C=C(C=C(OC2C3N=NNC=3C=CC=2Cl)C=1)C#N.Br[CH2:43][C:44]1[C:52]2[C:47](=[N:48][CH:49]=[CH:50][CH:51]=2)[N:46](C(OC(C)(C)C)=O)[N:45]=1.C(=O)([O-])[O-].[Cs+].[Cs+], predict the reaction product. (4) Given the reactants C[O:2][C:3](=[O:39])[C@@H:4]([NH:14][C:15]([C:17]1[S:18][C:19]([C:26](=[O:38])[NH:27][CH2:28][C:29]2[CH:37]=[CH:36][CH:35]=[C:34]3[C:30]=2[CH:31]=[CH:32][NH:33]3)=[CH:20][C:21]=1[C:22]([F:25])([F:24])[F:23])=[O:16])[CH2:5][NH:6][C:7]([C:9]1[S:10][CH:11]=[CH:12][CH:13]=1)=[O:8].O.[OH-].[Li+].Cl, predict the reaction product. The product is: [NH:33]1[C:34]2[C:30](=[C:29]([CH2:28][NH:27][C:26]([C:19]3[S:18][C:17]([C:15]([NH:14][C@@H:4]([CH2:5][NH:6][C:7]([C:9]4[S:10][CH:11]=[CH:12][CH:13]=4)=[O:8])[C:3]([OH:39])=[O:2])=[O:16])=[C:21]([C:22]([F:23])([F:25])[F:24])[CH:20]=3)=[O:38])[CH:37]=[CH:36][CH:35]=2)[CH:31]=[CH:32]1. (5) Given the reactants [N:1]1([C:5]([C:7]2[S:15][C:14]3[C:9](=[N:10][CH:11]=[CH:12][C:13]=3Cl)[CH:8]=2)=[O:6])[CH2:4][CH2:3][CH2:2]1.[CH3:17][NH:18][C:19]([C:21]1[C:29]2[C:24](=[CH:25][C:26]([OH:30])=[CH:27][CH:28]=2)[N:23]([CH2:31][CH3:32])[C:22]=1[CH3:33])=[O:20].C([O-])([O-])=O.[Cs+].[Cs+], predict the reaction product. The product is: [CH3:17][NH:18][C:19]([C:21]1[C:29]2[C:24](=[CH:25][C:26]([O:30][C:13]3[CH:12]=[CH:11][N:10]=[C:9]4[CH:8]=[C:7]([C:5]([N:1]5[CH2:4][CH2:3][CH2:2]5)=[O:6])[S:15][C:14]=34)=[CH:27][CH:28]=2)[N:23]([CH2:31][CH3:32])[C:22]=1[CH3:33])=[O:20]. (6) Given the reactants [F:1][C:2]1[CH:18]=[CH:17][CH:16]=[C:15]([F:19])[C:3]=1[C:4]([NH:6][C:7]1[C:8]([C:12](O)=O)=[N:9][NH:10][CH:11]=1)=[O:5].[NH2:20][C:21]1[C:30]([NH2:31])=[CH:29][CH:28]=[CH:27][C:22]=1[C:23]([O:25][CH3:26])=[O:24].C(Cl)CCl.C1C=CC2N(O)N=NC=2C=1, predict the reaction product. The product is: [CH3:26][O:25][C:23]([C:22]1[C:21]2[N:20]=[C:12]([C:8]3[C:7]([NH:6][C:4](=[O:5])[C:3]4[C:2]([F:1])=[CH:18][CH:17]=[CH:16][C:15]=4[F:19])=[CH:11][NH:10][N:9]=3)[NH:31][C:30]=2[CH:29]=[CH:28][CH:27]=1)=[O:24]. (7) The product is: [CH2:36]([O:39][C:40](=[O:60])[NH:41][C:42]1[CH:47]=[CH:46][C:45]([F:48])=[C:44]([C:49]2[N:76]=[C:75]([N:69]3[CH2:74][CH2:73][O:72][CH2:71][CH2:70]3)[S:77][C:50]=2[C:51]2[CH:56]=[CH:55][N:54]=[C:53]([Cl:57])[N:52]=2)[C:43]=1[F:59])[CH:37]=[CH2:38]. Given the reactants ClC1N=C(C2SC(N3CCCC3)=NC=2C2C=C(NS(C3C(F)=CC=CC=3F)(=O)=O)C=CC=2)C=CN=1.[CH2:36]([O:39][C:40](=[O:60])[NH:41][C:42]1[CH:47]=[CH:46][C:45]([F:48])=[C:44]([C:49](=O)[CH2:50][C:51]2[CH:56]=[CH:55][N:54]=[C:53]([Cl:57])[N:52]=2)[C:43]=1[F:59])[CH:37]=[CH2:38].C1C(=O)N(Br)C(=O)C1.[N:69]1([C:75](=[S:77])[NH2:76])[CH2:74][CH2:73][O:72][CH2:71][CH2:70]1, predict the reaction product. (8) Given the reactants [C:1]([OH:6])(=O)/[CH:2]=[CH:3]/[CH3:4].O1CCCC1.C(Cl)(=O)C(Cl)=O.[NH2:18][C:19]1[CH:20]=[C:21]([OH:26])[CH:22]=[CH:23][C:24]=1[CH3:25], predict the reaction product. The product is: [OH:26][C:21]1[CH:22]=[CH:23][C:24]([CH3:25])=[C:19]([NH:18][C:1](=[O:6])/[CH:2]=[CH:3]/[CH3:4])[CH:20]=1. (9) Given the reactants [CH2:1]([O:3][C:4](=[O:36])[CH:5]([C:10]1[CH:11]=[C:12]([C:26]2[CH:31]=[CH:30][C:29]([C:32]([F:35])([F:34])[F:33])=[CH:28][CH:27]=2)[CH:13]=[C:14]([CH:16]2[CH2:21][CH2:20][CH2:19][CH:18]([C:22]([F:25])([F:24])[F:23])[NH:17]2)[CH:15]=1)[CH2:6][CH:7]([CH3:9])[CH3:8])[CH3:2].[CH2:37](Br)[C:38]1[CH:43]=[CH:42][CH:41]=[CH:40][CH:39]=1.CCN(C(C)C)C(C)C, predict the reaction product. The product is: [CH2:1]([O:3][C:4](=[O:36])[CH:5]([C:10]1[CH:11]=[C:12]([C:26]2[CH:27]=[CH:28][C:29]([C:32]([F:33])([F:34])[F:35])=[CH:30][CH:31]=2)[CH:13]=[C:14]([CH:16]2[CH2:21][CH2:20][CH2:19][CH:18]([C:22]([F:23])([F:24])[F:25])[N:17]2[CH2:37][C:38]2[CH:43]=[CH:42][CH:41]=[CH:40][CH:39]=2)[CH:15]=1)[CH2:6][CH:7]([CH3:9])[CH3:8])[CH3:2].